This data is from Full USPTO retrosynthesis dataset with 1.9M reactions from patents (1976-2016). The task is: Predict the reactants needed to synthesize the given product. (1) Given the product [NH:1]1[C:51](=[O:52])[C@H:50]2[CH2:53][CH2:54][CH2:55][CH2:56][N:49]2[C:47](=[O:48])[C@@H:39]([CH2:40][C:41]2[CH:46]=[CH:45][CH:44]=[CH:43][CH:42]=2)[NH:38][C:36](=[O:37])[C@H:31]([CH2:32][C:33](=[O:34])[OH:35])[NH:30][C:28](=[O:29])[CH2:27][NH:26][C:24](=[O:25])[C@@H:2]1[CH2:3][CH2:4][CH2:5][NH:6][C:7](=[NH:8])[NH2:23], predict the reactants needed to synthesize it. The reactants are: [NH:1]1[C:51](=[O:52])[C@H:50]2[CH2:53][CH2:54][CH2:55][CH2:56][N:49]2[C:47](=[O:48])[C@@H:39]([CH2:40][C:41]2[CH:46]=[CH:45][CH:44]=[CH:43][CH:42]=2)[NH:38][C:36](=[O:37])[C@H:31]([CH2:32][C:33](=[O:35])[OH:34])[NH:30][C:28](=[O:29])[CH2:27][NH:26][C:24](=[O:25])[C@@H:2]1[CH2:3][CH2:4][CH2:5][NH:6][C:7](=[NH:23])[NH:8]S(C1C(C)=C(C)C(OC)=CC=1C)(=O)=O. (2) Given the product [CH2:27]([O:26][C:24](=[O:25])[NH:1][C@H:2]1[CH2:7][CH2:6][O:5][CH2:4][C@@H:3]1[OH:8])[C:28]1[CH:33]=[CH:32][CH:31]=[CH:30][CH:29]=1, predict the reactants needed to synthesize it. The reactants are: [NH2:1][CH:2]1[CH2:7][CH2:6][O:5][CH2:4][CH:3]1[OH:8].NC1C(O)CCOC1.C(=O)([O-])[O-].[Na+].[Na+].Cl[C:24]([O:26][CH2:27][C:28]1[CH:33]=[CH:32][CH:31]=[CH:30][CH:29]=1)=[O:25].